From a dataset of Peptide-MHC class II binding affinity with 134,281 pairs from IEDB. Regression. Given a peptide amino acid sequence and an MHC pseudo amino acid sequence, predict their binding affinity value. This is MHC class II binding data. (1) The peptide sequence is STHEMYYVSGARSNV. The MHC is DRB3_0202 with pseudo-sequence DRB3_0202. The binding affinity (normalized) is 0.723. (2) The peptide sequence is KLIEKINAGFKAALAAAAGV. The MHC is HLA-DQA10501-DQB10301 with pseudo-sequence HLA-DQA10501-DQB10301. The binding affinity (normalized) is 0.862. (3) The MHC is DRB1_0301 with pseudo-sequence DRB1_0301. The peptide sequence is RNTQIFKTNTQTDR. The binding affinity (normalized) is 0.539. (4) The peptide sequence is SSKVTITDTTIGTGD. The MHC is DRB1_0301 with pseudo-sequence DRB1_0301. The binding affinity (normalized) is 0.358. (5) The peptide sequence is GKTVTNLISETLKSISSM. The MHC is DRB1_0101 with pseudo-sequence DRB1_0101. The binding affinity (normalized) is 0.413. (6) The peptide sequence is PEQPFPEQPEQ. The MHC is DRB1_0404 with pseudo-sequence DRB1_0404. The binding affinity (normalized) is 0. (7) The peptide sequence is DTFRKLFRVYDNFLR. The MHC is DRB1_1302 with pseudo-sequence DRB1_1302. The binding affinity (normalized) is 0.199. (8) The peptide sequence is LAAAAAWDALAAELY. The MHC is HLA-DQA10102-DQB10502 with pseudo-sequence HLA-DQA10102-DQB10502. The binding affinity (normalized) is 0.894.